This data is from Full USPTO retrosynthesis dataset with 1.9M reactions from patents (1976-2016). The task is: Predict the reactants needed to synthesize the given product. (1) Given the product [F:34][C:31]1[CH:32]=[CH:33][C:28]([C:26]2[CH:25]=[CH:24][C:22]3[N:23]=[C:17]([C:13]4[CH:12]=[C:11]([C:8]5[S:9][CH:10]=[C:6]([C:4]([OH:5])=[O:3])[N:7]=5)[CH:16]=[CH:15][CH:14]=4)[CH2:18][C:19](=[O:35])[NH:20][C:21]=3[CH:27]=2)=[CH:29][CH:30]=1, predict the reactants needed to synthesize it. The reactants are: C([O:3][C:4]([C:6]1[N:7]=[C:8]([C:11]2[CH:16]=[CH:15][CH:14]=[C:13]([C:17]3[CH2:18][C:19](=[O:35])[NH:20][C:21]4[CH:27]=[C:26]([C:28]5[CH:33]=[CH:32][C:31]([F:34])=[CH:30][CH:29]=5)[CH:25]=[CH:24][C:22]=4[N:23]=3)[CH:12]=2)[S:9][CH:10]=1)=[O:5])C.[OH-].[K+]. (2) Given the product [CH2:1]([C:8]1[O:12][N:11]=[C:10]([NH:13][C:14]([C:16]2[CH:17]=[CH:18][C:19]([C@H:22]3[CH2:27][CH2:26][C@H:25]([CH2:28][C:29]([OH:31])=[O:30])[CH2:24][CH2:23]3)=[CH:20][CH:21]=2)=[O:15])[N:9]=1)[C:2]1[CH:7]=[CH:6][CH:5]=[CH:4][CH:3]=1, predict the reactants needed to synthesize it. The reactants are: [CH2:1]([C:8]1[O:12][N:11]=[C:10]([NH:13][C:14]([C:16]2[CH:21]=[CH:20][C:19]([C@H:22]3[CH2:27][CH2:26][C@H:25]([CH2:28][C:29]([O:31]C(C)(C)C)=[O:30])[CH2:24][CH2:23]3)=[CH:18][CH:17]=2)=[O:15])[N:9]=1)[C:2]1[CH:7]=[CH:6][CH:5]=[CH:4][CH:3]=1.FC(F)(F)C(O)=O. (3) Given the product [Cl:24][C:19]1[CH:20]=[C:21]([O:15][CH:10]([C:7]2[CH:8]=[CH:9][C:4]([CH3:3])=[CH:5][CH:6]=2)[C:11]([F:12])([F:13])[F:14])[N:22]=[C:17]([NH2:16])[N:18]=1, predict the reactants needed to synthesize it. The reactants are: [H-].[Na+].[CH3:3][C:4]1[CH:9]=[CH:8][C:7]([CH:10]([OH:15])[C:11]([F:14])([F:13])[F:12])=[CH:6][CH:5]=1.[NH2:16][C:17]1[N:22]=[C:21](Cl)[CH:20]=[C:19]([Cl:24])[N:18]=1.O.